From a dataset of Full USPTO retrosynthesis dataset with 1.9M reactions from patents (1976-2016). Predict the reactants needed to synthesize the given product. (1) Given the product [F:1][C:2]1[CH:7]=[C:6]([C:8]([F:9])([F:10])[F:11])[CH:5]=[CH:4][C:3]=1[C@H:12]1[CH2:17][C@@H:16]([C:18]2[O:22][NH:21][C:20](=[O:23])[CH:19]=2)[CH2:15][CH2:14][NH:13]1, predict the reactants needed to synthesize it. The reactants are: [F:1][C:2]1[CH:7]=[C:6]([C:8]([F:11])([F:10])[F:9])[CH:5]=[CH:4][C:3]=1[C@H:12]1[CH2:17][C@@H:16]([C:18]2[O:22][NH:21][C:20](=[O:23])[CH:19]=2)[CH2:15][CH2:14][N:13]1C(OC)=O.Br. (2) The reactants are: Cl[C:2]1[N:3]([CH2:25][CH:26]2[CH2:30][CH2:29][O:28][CH2:27]2)[C:4]2[C:9]([N:10]=1)=[C:8]([N:11]1[CH2:16][CH2:15][O:14][CH2:13][CH2:12]1)[N:7]=[C:6]([C:17]1[CH:18]=[N:19][C:20]([NH:23][CH3:24])=[N:21][CH:22]=1)[N:5]=2.[CH3:31][S:32]([N:35]1[CH2:40][CH2:39][NH:38][CH2:37][CH2:36]1)(=[O:34])=[O:33]. Given the product [CH3:24][NH:23][C:20]1[N:19]=[CH:18][C:17]([C:6]2[N:5]=[C:4]3[C:9]([N:10]=[C:2]([N:38]4[CH2:39][CH2:40][N:35]([S:32]([CH3:31])(=[O:34])=[O:33])[CH2:36][CH2:37]4)[N:3]3[CH2:25][CH:26]3[CH2:30][CH2:29][O:28][CH2:27]3)=[C:8]([N:11]3[CH2:16][CH2:15][O:14][CH2:13][CH2:12]3)[N:7]=2)=[CH:22][N:21]=1, predict the reactants needed to synthesize it.